This data is from Forward reaction prediction with 1.9M reactions from USPTO patents (1976-2016). The task is: Predict the product of the given reaction. Given the reactants [CH3:1][O:2][C:3]1([C:11]([F:14])([F:13])[F:12])[CH2:8][CH2:7][CH:6]([CH2:9][OH:10])[CH2:5][CH2:4]1.C1C=C[NH+]=CC=1.[O-][Cr](Cl)(=O)=O, predict the reaction product. The product is: [CH3:1][O:2][C:3]1([C:11]([F:12])([F:13])[F:14])[CH2:4][CH2:5][CH:6]([CH:9]=[O:10])[CH2:7][CH2:8]1.